Predict the reactants needed to synthesize the given product. From a dataset of Full USPTO retrosynthesis dataset with 1.9M reactions from patents (1976-2016). (1) Given the product [Cl:37][C:38]1[CH:39]=[N:40][CH:41]=[C:42]([Cl:45])[C:43]=1[NH:44][C:23]([C:21]1[C:20]2[C:19]3[C:14](=[C:15]([Cl:26])[CH:16]=[CH:17][CH:18]=3)[N:13]([CH2:27][C:28]3[CH:33]=[CH:32][C:31]([F:34])=[CH:30][CH:29]=3)[C:12]=2[C:11]([O:35][CH3:36])=[CH:10][CH:22]=1)=[O:24], predict the reactants needed to synthesize it. The reactants are: [N+](C1C=CC([C:10]2[CH:22]=[C:21]([C:23]([O-])=[O:24])[C:20]3[C:19]4[C:14](=[C:15]([Cl:26])[CH:16]=[CH:17][CH:18]=4)[N:13]([CH2:27][C:28]4[CH:33]=[CH:32][C:31]([F:34])=[CH:30][CH:29]=4)[C:12]=3[C:11]=2[O:35][CH3:36])=CC=1)([O-])=O.[Cl:37][C:38]1[CH:39]=[N:40][CH:41]=[C:42]([Cl:45])[C:43]=1[NH2:44].[H-].[Na+]. (2) Given the product [Si:34]([O:41][CH2:1][C@@H:6]([N:7]([CH3:25])[C:51]([NH:19][CH2:18][C:17]1[CH:20]=[CH:21][CH:22]=[C:23]([F:24])[C:16]=1[Cl:15])=[O:52])[CH2:5][CH:4]=[CH2:3])([C:37]([CH3:38])([CH3:39])[CH3:40])([CH3:35])[CH3:36], predict the reactants needed to synthesize it. The reactants are: [CH:1]1[C:6]([N+:7]([O-])=O)=[CH:5][CH:4]=[C:3]([Cl-]C([O-])=O)C=1.Cl.[Cl:15][C:16]1[C:23]([F:24])=[CH:22][CH:21]=[CH:20][C:17]=1[CH2:18][NH2:19].[CH3:25]CN(C(C)C)C(C)C.[Si:34]([O:41]C[C@@H](NC)CC=C)([C:37]([CH3:40])([CH3:39])[CH3:38])([CH3:36])[CH3:35].C1C[O:52][CH2:51]C1. (3) Given the product [Br:30][C:15]1[C:16](=[O:29])[N:17]([C:21]2[C:22]([F:28])=[CH:23][CH:24]=[CH:25][C:26]=2[F:27])[C:18]([CH3:20])=[CH:19][C:14]=1[O:13][CH2:12][C:11]1[CH:31]=[CH:32][C:33]([F:35])=[CH:34][C:10]=1[CH2:9][NH:8][C:45](=[O:46])[O:44][CH3:43], predict the reactants needed to synthesize it. The reactants are: FC(F)(F)C(O)=O.[NH2:8][CH2:9][C:10]1[CH:34]=[C:33]([F:35])[CH:32]=[CH:31][C:11]=1[CH2:12][O:13][C:14]1[CH:19]=[C:18]([CH3:20])[N:17]([C:21]2[C:26]([F:27])=[CH:25][CH:24]=[CH:23][C:22]=2[F:28])[C:16](=[O:29])[C:15]=1[Br:30].C(N(CC)CC)C.[CH3:43][O:44][C:45](Cl)=[O:46].